This data is from Reaction yield outcomes from USPTO patents with 853,638 reactions. The task is: Predict the reaction yield, written as a fraction of the theoretical maximum amount of product (1.0 means a 100% yield; for example, 0.34 means a 34% yield). The reactants are [NH2:1][C:2]1[CH:7]=[CH:6][C:5]([C@@H:8]2[O:13][CH2:12][CH2:11][N:10]([C@@H:14]([C:16]3[CH:21]=[CH:20][CH:19]=[CH:18][CH:17]=3)[CH3:15])[CH2:9]2)=[CH:4][CH:3]=1.Cl[C:23]1[CH:28]=[CH:27][CH:26]=[CH:25][N:24]=1.CC(C)([O-])C.[K+].[Cl-].C(C1C=CC=C(C(C)C)C=1[N+]1C=CN(C2C(C(C)C)=CC=CC=2C(C)C)C=1)(C)C. The catalyst is O1CCOCC1.C1C=CC(/C=C/C(/C=C/C2C=CC=CC=2)=O)=CC=1.C1C=CC(/C=C/C(/C=C/C2C=CC=CC=2)=O)=CC=1.C1C=CC(/C=C/C(/C=C/C2C=CC=CC=2)=O)=CC=1.[Pd].[Pd]. The product is [C:16]1([C@H:14]([N:10]2[CH2:11][CH2:12][O:13][C@@H:8]([C:5]3[CH:4]=[CH:3][C:2]([NH:1][C:23]4[CH:28]=[CH:27][CH:26]=[CH:25][N:24]=4)=[CH:7][CH:6]=3)[CH2:9]2)[CH3:15])[CH:17]=[CH:18][CH:19]=[CH:20][CH:21]=1. The yield is 0.360.